Task: Predict the reaction yield, written as a fraction of the theoretical maximum amount of product (1.0 means a 100% yield; for example, 0.34 means a 34% yield).. Dataset: Reaction yield outcomes from USPTO patents with 853,638 reactions (1) The reactants are [CH3:1][C:2]1([CH3:26])[CH2:25][O:24][C:5]2([CH2:10][CH2:9][N:8]([C:11]([C:13]3[CH:18]=[CH:17][C:16]([O:19][CH:20]([CH3:22])[CH3:21])=[C:15]([CH3:23])[CH:14]=3)=[O:12])[CH2:7][CH2:6]2)[CH2:4][NH:3]1.C(=O)([O-])[O-].[K+].[K+].[Cl:33][C:34]1[N:39]=[CH:38][CH:37]=[CH:36][N:35]=1. The catalyst is CS(C)=O. The product is [ClH:33].[CH3:26][C:2]1([CH3:1])[N:3]([C:34]2[N:39]=[CH:38][CH:37]=[CH:36][N:35]=2)[CH2:4][C:5]2([CH2:6][CH2:7][N:8]([C:11]([C:13]3[CH:18]=[CH:17][C:16]([O:19][CH:20]([CH3:22])[CH3:21])=[C:15]([CH3:23])[CH:14]=3)=[O:12])[CH2:9][CH2:10]2)[O:24][CH2:25]1. The yield is 0.380. (2) The reactants are [F:1][C:2]1[CH:11]=[C:10]([NH:12][S:13]([C:16]2[CH:21]=[CH:20][C:19]([N+:22]([O-])=O)=[CH:18][CH:17]=2)(=[O:15])=[O:14])[C:9]([F:25])=[CH:8][C:3]=1[C:4]([O:6][CH3:7])=[O:5].[H][H]. The catalyst is CO.[Pd]. The product is [NH2:22][C:19]1[CH:18]=[CH:17][C:16]([S:13]([NH:12][C:10]2[C:9]([F:25])=[CH:8][C:3]([C:4]([O:6][CH3:7])=[O:5])=[C:2]([F:1])[CH:11]=2)(=[O:15])=[O:14])=[CH:21][CH:20]=1. The yield is 0.780. (3) The product is [NH2:18][C:2]1[CH2:6][CH2:5][CH:4]([CH:7]=[CH2:8])[C:3]=1[C:9]([O:11][CH2:12][CH3:13])=[O:10]. The reactants are O=[C:2]1[CH2:6][CH2:5][CH:4]([CH:7]=[CH2:8])[CH:3]1[C:9]([O:11][CH2:12][CH3:13])=[O:10].C([O-])(=O)C.[NH4+:18]. The catalyst is CO. The yield is 0.410. (4) The reactants are C(OC([N:8]1[C@H:13]([CH3:14])[CH2:12][N:11]([CH2:15][CH2:16][CH2:17][N:18]([C:23]2[CH:57]=[CH:56][C:26]([C:27]([O:29][C@H:30]([C:41]3[CH:46]=[CH:45][C:44]([O:47][CH:48]([F:50])[F:49])=[C:43]([O:51][CH2:52][CH:53]4[CH2:55][CH2:54]4)[CH:42]=3)[CH2:31][C:32]3[C:37]([Cl:38])=[CH:36][N+:35]([O-:39])=[CH:34][C:33]=3[Cl:40])=[O:28])=[CH:25][C:24]=2[O:58][CH2:59][CH:60]2[CH2:62][CH2:61]2)[S:19]([CH3:22])(=[O:21])=[O:20])[C@@H:10]([CH3:63])[CH2:9]1)=O)(C)(C)C. The catalyst is Cl.O1CCOCC1. The product is [Cl:38][C:37]1[CH:36]=[N+:35]([O-:39])[CH:34]=[C:33]([Cl:40])[C:32]=1[CH2:31][C@H:30]([O:29][C:27](=[O:28])[C:26]1[CH:56]=[CH:57][C:23]([N:18]([CH2:17][CH2:16][CH2:15][N:11]2[CH2:12][C@@H:13]([CH3:14])[NH:8][CH2:9][C@@H:10]2[CH3:63])[S:19]([CH3:22])(=[O:20])=[O:21])=[C:24]([O:58][CH2:59][CH:60]2[CH2:61][CH2:62]2)[CH:25]=1)[C:41]1[CH:46]=[CH:45][C:44]([O:47][CH:48]([F:50])[F:49])=[C:43]([O:51][CH2:52][CH:53]2[CH2:54][CH2:55]2)[CH:42]=1. The yield is 0.680. (5) The reactants are [C:1]([CH2:3][C:4]([O:6][CH3:7])=[O:5])#[N:2].C(N(C(C)C)CC)(C)C.Br[CH:18]([CH3:28])[C:19]([C:21]1[CH:26]=[CH:25][CH:24]=[CH:23][C:22]=1[F:27])=[O:20]. The catalyst is O1CCCC1. The product is [C:1]([CH:3]([CH:18]([CH3:28])[C:19]([C:21]1[CH:26]=[CH:25][CH:24]=[CH:23][C:22]=1[F:27])=[O:20])[C:4]([O:6][CH3:7])=[O:5])#[N:2]. The yield is 0.800. (6) The reactants are [C:1]([NH:5][C:6]([C:8]1[CH:12]=[C:11]([C:13]2[CH:18]=[CH:17][CH:16]=[CH:15][N:14]=2)[N:10]([C:19]2[CH:20]=[N:21][C:22]([C:25]#[N:26])=[CH:23][CH:24]=2)[N:9]=1)=[O:7])([CH3:4])([CH3:3])[CH3:2].[OH-:27].[Na+].O.C(Cl)(Cl)Cl. The catalyst is CO.O1CCCC1. The product is [C:1]([NH:5][C:6]([C:8]1[CH:12]=[C:11]([C:13]2[CH:18]=[CH:17][CH:16]=[CH:15][N:14]=2)[N:10]([C:19]2[CH:20]=[N:21][C:22]([C:25](=[O:27])[NH2:26])=[CH:23][CH:24]=2)[N:9]=1)=[O:7])([CH3:4])([CH3:2])[CH3:3]. The yield is 0.600. (7) The reactants are [O:1]=[C:2]1[CH:11](C(OC(C)(C)C)=O)[C:10]2[N:9]=[CH:8][C:7]([C:19]([F:22])([F:21])[F:20])=[CH:6][C:5]=2[CH2:4][NH:3]1.FC(F)(F)C(O)=O. The catalyst is C(Cl)Cl. The product is [F:21][C:19]([F:20])([F:22])[C:7]1[CH:8]=[N:9][C:10]2[CH2:11][C:2](=[O:1])[NH:3][CH2:4][C:5]=2[CH:6]=1. The yield is 1.00. (8) The reactants are [C:1]([CH2:3][C:4]([O:6][CH2:7][CH3:8])=[O:5])#[N:2].[CH2:9]([OH:11])[CH3:10]. The catalyst is C1C=CC=CC=1. The product is [CH2:9]([O:11][C:1](=[NH:2])[CH2:3][C:4]([O:6][CH2:7][CH3:8])=[O:5])[CH3:10]. The yield is 0.900. (9) The reactants are [CH2:1]([O:17]CC1C=CC=CC=1)[CH2:2][CH2:3][CH2:4][CH2:5][CH2:6][CH2:7][CH2:8][CH2:9][CH2:10][CH2:11][CH2:12][CH2:13][CH2:14][CH:15]=[CH2:16].B(Cl)(Cl)Cl. The catalyst is C(Cl)Cl. The product is [CH2:1]([OH:17])[CH2:2][CH2:3][CH2:4][CH2:5][CH2:6][CH2:7][CH2:8][CH2:9][CH2:10][CH2:11][CH2:12][CH2:13][CH2:14][CH:15]=[CH2:16]. The yield is 0.940. (10) The reactants are [C:1]1([C:7]2[CH:8]=[C:9]3[C:13](=[C:14]([C:16]([O:18][CH3:19])=[O:17])[CH:15]=2)[NH:12][CH:11]=[CH:10]3)[CH:6]=[CH:5][CH:4]=[CH:3][CH:2]=1.OP(O)(O)=O.[NH:25]1[C:29](=[O:30])[CH:28]=[CH:27][C:26]1=[O:31]. No catalyst specified. The product is [O:31]=[C:26]1[CH:27]([C:10]2[C:9]3[C:13](=[C:14]([C:16]([O:18][CH3:19])=[O:17])[CH:15]=[C:7]([C:1]4[CH:6]=[CH:5][CH:4]=[CH:3][CH:2]=4)[CH:8]=3)[NH:12][CH:11]=2)[CH2:28][C:29](=[O:30])[NH:25]1. The yield is 0.520.